Dataset: Forward reaction prediction with 1.9M reactions from USPTO patents (1976-2016). Task: Predict the product of the given reaction. Given the reactants [OH:1][C:2]1[CH:7]=[CH:6][C:5](B(O)O)=[CH:4][CH:3]=1.O.O.O.O.O.O.O.O.O.O.C(=O)([O-])[O-].[Na+].[Na+].Br[C:28]1[CH:29]=[N:30][C:31]([C:34]2[CH:39]=[CH:38][C:37]([CH2:40][C@H:41]([NH:53][C:54]([C:56]3[S:57][C:58]([C:61]([CH3:64])([CH3:63])[CH3:62])=[CH:59][CH:60]=3)=[O:55])[C:42]([N:44]3[CH2:48][CH2:47][C@H:46]([C:49]([O:51][CH3:52])=[O:50])[CH2:45]3)=[O:43])=[CH:36][CH:35]=2)=[N:32][CH:33]=1.C1COCC1, predict the reaction product. The product is: [C:61]([C:58]1[S:57][C:56]([C:54]([NH:53][C@@H:41]([CH2:40][C:37]2[CH:38]=[CH:39][C:34]([C:31]3[N:30]=[CH:29][C:28]([C:5]4[CH:6]=[CH:7][C:2]([OH:1])=[CH:3][CH:4]=4)=[CH:33][N:32]=3)=[CH:35][CH:36]=2)[C:42]([N:44]2[CH2:48][CH2:47][C@H:46]([C:49]([O:51][CH3:52])=[O:50])[CH2:45]2)=[O:43])=[O:55])=[CH:60][CH:59]=1)([CH3:64])([CH3:62])[CH3:63].